This data is from Reaction yield outcomes from USPTO patents with 853,638 reactions. The task is: Predict the reaction yield, written as a fraction of the theoretical maximum amount of product (1.0 means a 100% yield; for example, 0.34 means a 34% yield). (1) The reactants are [Cl:1][C:2]1[C:3]([F:31])=[C:4]([CH:8]2[C:12]([C:15]3[CH:20]=[CH:19][C:18]([Cl:21])=[CH:17][C:16]=3[F:22])([C:13]#[N:14])[CH:11]([CH2:23][C:24]([CH3:27])([CH3:26])[CH3:25])[NH:10][CH:9]2[C:28](O)=[O:29])[CH:5]=[CH:6][CH:7]=1.[NH2:32][C:33]1[CH:38]=[CH:37][C:36]([C:39]([F:42])([F:41])[F:40])=[CH:35][CH:34]=1.CN(C(ON1N=NC2C=CC=NC1=2)=[N+](C)C)C.F[P-](F)(F)(F)(F)F.CCN(C(C)C)C(C)C. The catalyst is C(Cl)Cl. The product is [F:40][C:39]([F:41])([F:42])[C:36]1[CH:35]=[CH:34][C:33]([NH:32][C:28]([CH:9]2[CH:8]([C:4]3[CH:5]=[CH:6][CH:7]=[C:2]([Cl:1])[C:3]=3[F:31])[C:12]([C:15]3[CH:20]=[CH:19][C:18]([Cl:21])=[CH:17][C:16]=3[F:22])([C:13]#[N:14])[CH:11]([CH2:23][C:24]([CH3:25])([CH3:27])[CH3:26])[NH:10]2)=[O:29])=[CH:38][CH:37]=1. The yield is 0.150. (2) The reactants are [CH3:1][C:2]1([CH3:13])[O:6][B:5]([OH:7])[C:4]2[CH:8]=[CH:9][C:10]([CH3:12])=[CH:11][C:3]1=2.C(OOC(=O)C1C=CC=CC=1)(=[O:21])C1C=CC=CC=1.C1C(=O)N(Br)C(=O)C1.C([O-])([O-])=O.[Na+].[Na+].Cl. The catalyst is C(Cl)(Cl)(Cl)Cl. The product is [OH:7][B:5]1[C:4]2[CH:8]=[CH:9][C:10]([CH:12]=[O:21])=[CH:11][C:3]=2[C:2]([CH3:13])([CH3:1])[O:6]1. The yield is 0.410. (3) The catalyst is C1COCC1. The reactants are [N:1]([CH:4]([C:10]1[N:14]([O:15][CH2:16][C:17]2[CH:22]=[CH:21][CH:20]=[CH:19][CH:18]=2)[N:13]=[CH:12][CH:11]=1)[CH:5]([CH2:8][CH3:9])[CH2:6][CH3:7])=[N+]=[N-].O.C1(P(C2C=CC=CC=2)C2C=CC=CC=2)C=CC=CC=1. The yield is 0.760. The product is [CH2:16]([O:15][N:14]1[C:10]([CH:4]([NH2:1])[CH:5]([CH2:8][CH3:9])[CH2:6][CH3:7])=[CH:11][CH:12]=[N:13]1)[C:17]1[CH:22]=[CH:21][CH:20]=[CH:19][CH:18]=1. (4) The reactants are [CH:1](=O)[CH3:2].Cl.[CH2:5]([O:12][NH2:13])[C:6]1[CH:11]=[CH:10][CH:9]=[CH:8][CH:7]=1. The catalyst is O.CO. The product is [CH2:5]([O:12][NH:13][CH:1]=[CH2:2])[C:6]1[CH:11]=[CH:10][CH:9]=[CH:8][CH:7]=1. The yield is 1.00. (5) The reactants are [Cl:1][C:2]1[CH:8]=[CH:7][CH:6]=[C:5]([CH3:9])[C:3]=1[NH2:4].N1C=CC=CC=1.[CH2:16]([O:18][CH:19]=[CH:20][C:21](Cl)=[O:22])[CH3:17].Cl. The catalyst is C1COCC1.O. The product is [Cl:1][C:2]1[CH:8]=[CH:7][CH:6]=[C:5]([CH3:9])[C:3]=1[NH:4][C:21](=[O:22])/[CH:20]=[CH:19]/[O:18][CH2:16][CH3:17]. The yield is 0.736. (6) The reactants are Br[C:2]1[CH:7]=[CH:6][CH:5]=[CH:4][C:3]=1[CH3:8].[CH3:9][C:10]1[CH:15]=[CH:14][CH:13]=[C:12]([CH3:16])[C:11]=1B(O)O.C([O-])([O-])=O.[K+].[K+]. The catalyst is CC([O-])=O.CC([O-])=O.[Pd+2].C1(P(C2CCCCC2)C2C=CC=CC=2C2C(OC)=CC=C(S([O-])(=O)=O)C=2OC)CCCCC1.[Na+].O. The product is [CH3:9][C:10]1[CH:15]=[CH:14][CH:13]=[C:12]([CH3:16])[C:11]=1[C:2]1[CH:7]=[CH:6][CH:5]=[CH:4][C:3]=1[CH3:8]. The yield is 0.970. (7) The yield is 0.460. The catalyst is CN(C=O)C. The product is [CH2:38]([N:3]([CH2:1][CH3:2])[CH2:4][CH2:5][CH2:6][NH:7][C:8]1[N:9]=[C:10]([C:27]2[CH:28]=[C:29]([CH:33]=[C:34]([F:37])[C:35]=2[CH3:36])[C:30]([NH:75][C:71]([CH3:74])([CH3:73])[CH3:72])=[O:32])[C:11]2[CH:17]=[CH:16][C:15](=[O:18])[N:14]([C:19]3[C:20]([F:26])=[CH:21][CH:22]=[CH:23][C:24]=3[F:25])[C:12]=2[N:13]=1)[CH3:39]. The reactants are [CH2:1]([N:3]([CH2:38][CH3:39])[CH2:4][CH2:5][CH2:6][NH:7][C:8]1[N:9]=[C:10]([C:27]2[CH:28]=[C:29]([CH:33]=[C:34]([F:37])[C:35]=2[CH3:36])[C:30]([OH:32])=O)[C:11]2[CH:17]=[CH:16][C:15](=[O:18])[N:14]([C:19]3[C:24]([F:25])=[CH:23][CH:22]=[CH:21][C:20]=3[F:26])[C:12]=2[N:13]=1)[CH3:2].CN(C(ON1N=NC2C=CC=CC1=2)=[N+](C)C)C.F[P-](F)(F)(F)(F)F.C(N(CC)CC)C.[C:71]([NH2:75])([CH3:74])([CH3:73])[CH3:72].